Predict the product of the given reaction. From a dataset of Forward reaction prediction with 1.9M reactions from USPTO patents (1976-2016). The product is: [Cl:35][C:36]1[CH:41]=[C:40]([Cl:42])[CH:39]=[CH:38][C:37]=1[CH2:43][NH:44][C:13]([CH:4]1[C:5]2[C:10](=[CH:9][CH:8]=[CH:7][CH:6]=2)[C:11](=[O:12])[N:3]1[CH2:1][CH3:2])=[O:15]. Given the reactants [CH2:1]([N:3]1[C:11](=[O:12])[C:10]2[C:5](=[CH:6][CH:7]=[CH:8][CH:9]=2)[CH:4]1[C:13]([OH:15])=O)[CH3:2].ON1C2C=CC=CC=2N=N1.C(N(C(C)C)CC)(C)C.[Cl:35][C:36]1[CH:41]=[C:40]([Cl:42])[CH:39]=[CH:38][C:37]=1[CH2:43][NH2:44].F[P-](F)(F)(F)(F)F.N1(OC(N(C)C)=[N+](C)C)C2N=CC=CC=2N=N1, predict the reaction product.